Task: Predict the reaction yield, written as a fraction of the theoretical maximum amount of product (1.0 means a 100% yield; for example, 0.34 means a 34% yield).. Dataset: Reaction yield outcomes from USPTO patents with 853,638 reactions (1) The reactants are [F:1][C:2]1[C:3]([C:34]([F:37])([F:36])[F:35])=[C:4]([CH:9]2[CH2:14][CH2:13][N:12]([C:15]([C:17]3[C:25]4[CH2:24][CH2:23][N:22]([CH2:26][C:27]([O:29]C(C)(C)C)=[O:28])[CH2:21][C:20]=4[NH:19][N:18]=3)=[O:16])[CH2:11][CH2:10]2)[CH:5]=[CH:6][C:7]=1[F:8].C(O)(C(F)(F)F)=O. No catalyst specified. The product is [F:1][C:2]1[C:3]([C:34]([F:35])([F:36])[F:37])=[C:4]([CH:9]2[CH2:14][CH2:13][N:12]([C:15]([C:17]3[C:25]4[CH2:24][CH2:23][N:22]([CH2:26][C:27]([OH:29])=[O:28])[CH2:21][C:20]=4[NH:19][N:18]=3)=[O:16])[CH2:11][CH2:10]2)[CH:5]=[CH:6][C:7]=1[F:8]. The yield is 0.850. (2) The reactants are [OH:1][CH2:2][C:3]1[CH:11]=[CH:10][C:6]([C:7](O)=[O:8])=[CH:5][CH:4]=1.[H-].[Na+].I[CH3:15].CN([CH:19]=[O:20])C. No catalyst specified. The product is [CH3:15][O:1][CH2:2][C:3]1[CH:11]=[CH:10][C:6]([C:7]([O:20][CH3:19])=[O:8])=[CH:5][CH:4]=1. The yield is 0.720.